This data is from Forward reaction prediction with 1.9M reactions from USPTO patents (1976-2016). The task is: Predict the product of the given reaction. (1) Given the reactants [NH:1]1[CH:5]=[C:4]([C:6]([O:8][CH2:9][CH3:10])=[O:7])[N:3]=[N:2]1.Br[CH2:12][C:13]1[CH:18]=[C:17]([Cl:19])[CH:16]=[CH:15][C:14]=1[O:20][CH2:21][C:22]1[CH:27]=[CH:26][CH:25]=[CH:24][CH:23]=1.C(=O)([O-])[O-].[K+].[K+], predict the reaction product. The product is: [Cl:19][C:17]1[CH:16]=[CH:15][C:14]([O:20][CH2:21][C:22]2[CH:23]=[CH:24][CH:25]=[CH:26][CH:27]=2)=[C:13]([CH2:12][N:2]2[N:3]=[C:4]([C:6]([O:8][CH2:9][CH3:10])=[O:7])[CH:5]=[N:1]2)[CH:18]=1. (2) The product is: [ClH:53].[ClH:53].[C:1]([C:5]1[N:10]=[C:9]([NH:11][CH2:12][CH2:13][CH2:14][O:15][CH3:16])[C:8]([C:17]([N:19]([C@H:20]2[CH2:25][C@@H:24]([C:26]([N:28]3[CH2:33][CH2:32][CH:31]([O:34][CH3:35])[CH2:30][CH2:29]3)=[O:27])[CH2:23][NH:22][CH2:21]2)[CH2:43][CH:44]([CH3:46])[CH3:45])=[O:18])=[CH:7][N:6]=1)([CH3:3])([CH3:4])[CH3:2]. Given the reactants [C:1]([C:5]1[N:10]=[C:9]([NH:11][CH2:12][CH2:13][CH2:14][O:15][CH3:16])[C:8]([C:17]([N:19]([CH2:43][CH:44]([CH3:46])[CH3:45])[C@H:20]2[CH2:25][C@@H:24]([C:26]([N:28]3[CH2:33][CH2:32][CH:31]([O:34][CH3:35])[CH2:30][CH2:29]3)=[O:27])[CH2:23][N:22](C(OC(C)(C)C)=O)[CH2:21]2)=[O:18])=[CH:7][N:6]=1)([CH3:4])([CH3:3])[CH3:2].C(OCC)(=O)C.[ClH:53], predict the reaction product.